From a dataset of Forward reaction prediction with 1.9M reactions from USPTO patents (1976-2016). Predict the product of the given reaction. Given the reactants C(P(CC)([O-])([O-])OC1C(OC)=CC=C(C(C)(C)CCCCCC)C=1OC)C.[Li].N.B(Br)(Br)Br.[CH3:34][C:35]([C:43]1[CH:48]=[C:47]([O:49]C)[CH:46]=[C:45]([O:51]C)[CH:44]=1)([CH3:42])[CH2:36][CH2:37][CH2:38][CH2:39][CH2:40][CH3:41], predict the reaction product. The product is: [CH3:42][C:35]([C:43]1[CH:48]=[C:47]([OH:49])[CH:46]=[C:45]([CH:44]=1)[OH:51])([CH3:34])[CH2:36][CH2:37][CH2:38][CH2:39][CH2:40][CH3:41].